This data is from Forward reaction prediction with 1.9M reactions from USPTO patents (1976-2016). The task is: Predict the product of the given reaction. (1) The product is: [CH3:17][O:18][C:19]1[CH:20]=[C:21]([CH:24]=[C:25]([C:27]2[CH:32]=[CH:31][N:30]=[CH:29][CH:28]=2)[CH:26]=1)[CH2:22][NH:15][CH:12]1[CH2:11][CH2:10][CH:9]([N:8]([CH3:16])[C:1](=[O:2])[O:3][C:4]([CH3:7])([CH3:6])[CH3:5])[CH2:14][CH2:13]1. Given the reactants [C:1]([N:8]([CH3:16])[C@H:9]1[CH2:14][CH2:13][C@H:12]([NH2:15])[CH2:11][CH2:10]1)([O:3][C:4]([CH3:7])([CH3:6])[CH3:5])=[O:2].[CH3:17][O:18][C:19]1[CH:20]=[C:21]([CH:24]=[C:25]([C:27]2[CH:32]=[CH:31][N:30]=[CH:29][CH:28]=2)[CH:26]=1)[CH:22]=O, predict the reaction product. (2) Given the reactants [O:1]1[C:5]2[CH:6]=[CH:7][CH:8]=[CH:9][C:4]=2[N:3]=[C:2]1[C:10]1[CH:11]=[CH:12][C:13]([NH:17][CH:18]2[CH2:23][CH2:22][O:21][CH2:20][CH2:19]2)=[C:14]([CH:16]=1)[NH2:15].[Cl:24][C:25]1[CH:32]=[CH:31][CH:30]=[CH:29][C:26]=1[CH:27]=O.OOS([O-])=O.[K+].C(=O)([O-])[O-].[K+].[K+], predict the reaction product. The product is: [O:1]1[C:5]2[CH:6]=[CH:7][CH:8]=[CH:9][C:4]=2[N:3]=[C:2]1[C:10]1[CH:11]=[CH:12][C:13]2[N:17]([CH:18]3[CH2:23][CH2:22][O:21][CH2:20][CH2:19]3)[C:27]([C:26]3[CH:29]=[CH:30][CH:31]=[CH:32][C:25]=3[Cl:24])=[N:15][C:14]=2[CH:16]=1.